From a dataset of Forward reaction prediction with 1.9M reactions from USPTO patents (1976-2016). Predict the product of the given reaction. (1) Given the reactants [F:1][CH2:2][CH:3](O)[CH2:4][F:5].CCN(C(C)C)C(C)C.FC(F)(F)S(OS(C(F)(F)F)(=O)=O)(=O)=O.[C:31]([O:35][C:36](=[O:49])[NH:37][CH:38]1[CH:42]([C:43]2[CH:48]=[CH:47][CH:46]=[CH:45][CH:44]=2)[CH2:41][NH:40][CH2:39]1)([CH3:34])([CH3:33])[CH3:32], predict the reaction product. The product is: [F:1][CH2:2][CH:3]([N:40]1[CH2:41][C@@H:42]([C:43]2[CH:48]=[CH:47][CH:46]=[CH:45][CH:44]=2)[C@H:38]([NH:37][C:36](=[O:49])[O:35][C:31]([CH3:33])([CH3:32])[CH3:34])[CH2:39]1)[CH2:4][F:5]. (2) The product is: [F:1][C:2]1[CH:3]=[CH:4][C:5]([CH:8]([C:10]2[N:11]=[C:12]([NH:20][C:21]3[N:22]=[CH:23][N:24]([CH3:26])[CH:25]=3)[C:13]3[CH:18]=[C:17]([CH3:19])[S:16][C:14]=3[N:15]=2)[OH:9])=[CH:6][CH:7]=1. Given the reactants [F:1][C:2]1[CH:7]=[CH:6][C:5]([C:8]([C:10]2[N:11]=[C:12]([NH:20][C:21]3[N:22]=[CH:23][N:24]([CH3:26])[CH:25]=3)[C:13]3[CH:18]=[C:17]([CH3:19])[S:16][C:14]=3[N:15]=2)=[O:9])=[CH:4][CH:3]=1.FC1C=CC(C(C2N=C(NC3C=C(C)NN=3)C3SC(C)=CC=3N=2)=O)=CC=1, predict the reaction product.